The task is: Predict the reactants needed to synthesize the given product.. This data is from Full USPTO retrosynthesis dataset with 1.9M reactions from patents (1976-2016). (1) The reactants are: [N:1]1[C:10]2[C:5](=[CH:6][CH:7]=[CH:8][CH:9]=2)[CH:4]=[CH:3][C:2]=1[CH:11]=[O:12].[BH4-].[Na+].O. Given the product [N:1]1[C:10]2[C:5](=[CH:6][CH:7]=[CH:8][CH:9]=2)[CH:4]=[CH:3][C:2]=1[CH2:11][OH:12], predict the reactants needed to synthesize it. (2) The reactants are: Br[C:2]1[CH:3]=[C:4]([C:9]2([C:20]3[CH:21]=[N:22][CH:23]=[N:24][CH:25]=3)[C:17]3[C:12](=[C:13]([F:18])[CH:14]=[CH:15][CH:16]=3)[C:11]([NH2:19])=[N:10]2)[CH:5]=[CH:6][C:7]=1[F:8].[F:26][C:27]1[C:32]([O:33][CH3:34])=[CH:31][CH:30]=[CH:29][C:28]=1B(O)O. Given the product [F:26][C:27]1[C:32]([O:33][CH3:34])=[CH:31][CH:30]=[CH:29][C:28]=1[C:2]1[C:7]([F:8])=[CH:6][CH:5]=[C:4]([C:9]2([C:20]3[CH:21]=[N:22][CH:23]=[N:24][CH:25]=3)[C:17]3[C:12](=[C:13]([F:18])[CH:14]=[CH:15][CH:16]=3)[C:11]([NH2:19])=[N:10]2)[CH:3]=1, predict the reactants needed to synthesize it. (3) Given the product [Cl:1][C:2]1[C:3]([CH3:18])=[C:4]([N:10]2[CH2:17][CH2:16][CH2:15][CH:11]2[CH2:12][C:31]([NH:57][NH:56][C:55]([O:54][C:50]([CH3:53])([CH3:52])[CH3:51])=[O:58])=[O:35])[CH:5]=[CH:6][C:7]=1[C:8]#[N:9], predict the reactants needed to synthesize it. The reactants are: [Cl:1][C:2]1[C:3]([CH3:18])=[C:4]([N:10]2[CH2:17][CH2:16][CH2:15][C@H:11]2[C:12](O)=O)[CH:5]=[CH:6][C:7]=1[C:8]#[N:9].C(N(CC)C(C)C)(C)C.CN([C:31]([O:35]N1N=NC2C=CC=CC1=2)=[N+](C)C)C.[B-](F)(F)(F)F.[C:50]([O:54][C:55](=[O:58])[NH:56][NH2:57])([CH3:53])([CH3:52])[CH3:51]. (4) Given the product [C:56]([O:55][C@@H:54]1[C@H:59]([O:60][C:61](=[O:63])[CH3:62])[C@@H:64]([CH2:66][O:67][C:68](=[O:70])[CH3:69])[O:65][C@H:53]1[N:14]1[CH:13]=[N:12][C:11]2[C:15]1=[N:16][C:17]([C:19]([O:21][CH2:22][CH3:23])=[O:20])=[N:18][C:10]=2[NH:9][CH2:8][CH:7]([C:1]1[CH:2]=[CH:3][CH:4]=[CH:5][CH:6]=1)[C:24]1[CH:29]=[CH:28][CH:27]=[CH:26][CH:25]=1)(=[O:58])[CH3:57], predict the reactants needed to synthesize it. The reactants are: [C:1]1([CH:7]([C:24]2[CH:29]=[CH:28][CH:27]=[CH:26][CH:25]=2)[CH2:8][NH:9][C:10]2[N:18]=[C:17]([C:19]([O:21][CH2:22][CH3:23])=[O:20])[N:16]=[C:15]3[C:11]=2[N:12]=[CH:13][NH:14]3)[CH:6]=[CH:5][CH:4]=[CH:3][CH:2]=1.CN1CCOCC1.FC(F)(F)S(O[Si](C)(C)C)(=O)=O.C(O[C@@H:53]1[O:65][C@H:64]([CH2:66][O:67][C:68](=[O:70])[CH3:69])[C@@H:59]([O:60][C:61](=[O:63])[CH3:62])[C@H:54]1[O:55][C:56](=[O:58])[CH3:57])(=O)C.C(=O)(O)[O-].[Na+]. (5) The reactants are: C([O:4][CH2:5][C:6]1[CH:11]=[CH:10][C:9]([C:12]([NH:14][C:15]2[N:16]=[C:17]([N:20]3[C:28]4[C:23](=[CH:24][CH:25]=[C:26]([Cl:29])[CH:27]=4)[C:22]([CH2:30][CH:31]([CH3:33])[CH3:32])=[CH:21]3)[S:18][CH:19]=2)=[O:13])=[CH:8][CH:7]=1)(=O)C.[OH-].[Na+]. Given the product [Cl:29][C:26]1[CH:27]=[C:28]2[C:23]([C:22]([CH2:30][CH:31]([CH3:33])[CH3:32])=[CH:21][N:20]2[C:17]2[S:18][CH:19]=[C:15]([NH:14][C:12](=[O:13])[C:9]3[CH:10]=[CH:11][C:6]([CH2:5][OH:4])=[CH:7][CH:8]=3)[N:16]=2)=[CH:24][CH:25]=1, predict the reactants needed to synthesize it. (6) Given the product [CH2:1]([NH:3][S:11]([C:8]1[CH:9]=[CH:10][C:5]([Cl:4])=[C:6]([CH3:17])[C:7]=1[C:15]#[N:16])(=[O:12])=[O:13])[CH3:2], predict the reactants needed to synthesize it. The reactants are: [CH2:1]([NH2:3])[CH3:2].[Cl:4][C:5]1[CH:10]=[CH:9][C:8]([S:11](Cl)(=[O:13])=[O:12])=[C:7]([C:15]#[N:16])[C:6]=1[CH3:17].Cl.